Task: Predict the reaction yield, written as a fraction of the theoretical maximum amount of product (1.0 means a 100% yield; for example, 0.34 means a 34% yield).. Dataset: Reaction yield outcomes from USPTO patents with 853,638 reactions (1) The reactants are [CH2:1]([O:4][C:5]1[CH:10]=[C:9]([Cl:11])[C:8]([CH2:12][C:13]2[CH:18]=[CH:17][C:16]([O:19][CH2:20][CH3:21])=[CH:15][CH:14]=2)=[CH:7][C:6]=1[C@H:22]1[C@H:27]([OH:28])[C@@H:26]([OH:29])[C@H:25]([OH:30])[C@@H:24]([CH2:31][OH:32])[O:23]1)[CH:2]=[CH2:3].[H-].[Na+].[CH2:35](Br)[C:36]1[CH:41]=[CH:40][CH:39]=[CH:38][CH:37]=1. The catalyst is CN(C)C=O. The product is [CH2:1]([O:4][C:5]1[CH:10]=[C:9]([Cl:11])[C:8]([CH2:12][C:13]2[CH:18]=[CH:17][C:16]([O:19][CH2:20][CH3:21])=[CH:15][CH:14]=2)=[CH:7][C:6]=1[C@H:22]1[C@H:27]([O:28][CH2:35][C:36]2[CH:41]=[CH:40][CH:39]=[CH:38][CH:37]=2)[C@@H:26]([O:29][CH2:35][C:36]2[CH:41]=[CH:40][CH:39]=[CH:38][CH:37]=2)[C@H:25]([O:30][CH2:12][C:13]2[CH:18]=[CH:17][CH:16]=[CH:15][CH:14]=2)[C@@H:24]([CH2:31][O:32][CH2:22][C:6]2[CH:7]=[CH:8][CH:9]=[CH:10][CH:5]=2)[O:23]1)[CH:2]=[CH2:3]. The yield is 1.00. (2) The reactants are Br[C:2]1[S:3][CH:4]=[CH:5][C:6]=1[C:7]1([OH:19])[CH2:11][CH2:10][N:9]([C:12]([O:14][C:15]([CH3:18])([CH3:17])[CH3:16])=[O:13])[CH2:8]1.[OH:20][C:21]1[CH:26]=[CH:25][CH:24]=[CH:23][C:22]=1B(O)O.C([O-])([O-])=O.[Na+].[Na+]. The catalyst is O1CCOCC1.O.CC([O-])=O.CC([O-])=O.[Pd+2].C1C=CC(P(C2C=CC=CC=2)C2C=CC=CC=2)=CC=1. The product is [OH:19][C:7]1([C:6]2[CH:5]=[CH:4][S:3][C:2]=2[C:22]2[CH:23]=[CH:24][CH:25]=[CH:26][C:21]=2[OH:20])[CH2:11][CH2:10][N:9]([C:12]([O:14][C:15]([CH3:18])([CH3:17])[CH3:16])=[O:13])[CH2:8]1. The yield is 0.880.